From a dataset of Peptide-MHC class II binding affinity with 134,281 pairs from IEDB. Regression. Given a peptide amino acid sequence and an MHC pseudo amino acid sequence, predict their binding affinity value. This is MHC class II binding data. (1) The peptide sequence is LKRGEITHHAVSRGSAK. The MHC is DRB1_0401 with pseudo-sequence DRB1_0401. The binding affinity (normalized) is 0.873. (2) The peptide sequence is ERIFKRFDTNGDGKI. The MHC is HLA-DQA10102-DQB10502 with pseudo-sequence HLA-DQA10102-DQB10502. The binding affinity (normalized) is 0. (3) The peptide sequence is SAAQRRGRIGRNPNR. The MHC is DRB4_0103 with pseudo-sequence DRB4_0103. The binding affinity (normalized) is 1.00. (4) The peptide sequence is GGRSLTTLLRALGAQ. The MHC is DRB1_0901 with pseudo-sequence DRB1_0901. The binding affinity (normalized) is 0.314. (5) The MHC is DRB1_0401 with pseudo-sequence DRB1_0401. The peptide sequence is QFILDGDNLFPKV. The binding affinity (normalized) is 0.687.